Dataset: Catalyst prediction with 721,799 reactions and 888 catalyst types from USPTO. Task: Predict which catalyst facilitates the given reaction. Reactant: Br[C:2]1[CH:7]=[CH:6][C:5]([C:8]2[CH:13]=[CH:12][C:11]([O:14][CH2:15][CH2:16][CH2:17][CH2:18][CH2:19][CH2:20][O:21][CH2:22][CH:23]3[CH2:26][CH2:25][CH2:24]3)=[CH:10][CH:9]=2)=[CH:4][CH:3]=1.C(=O)([O-])[O-].[Na+].[Na+].[F:33][C:34]1[C:39]([F:40])=[C:38]([O:41][CH2:42][CH2:43][CH2:44][CH2:45][CH2:46][CH2:47][CH2:48][CH3:49])[CH:37]=[CH:36][C:35]=1B(O)O. Product: [CH:23]1([CH2:22][O:21][CH2:20][CH2:19][CH2:18][CH2:17][CH2:16][CH2:15][O:14][C:11]2[CH:12]=[CH:13][C:8]([C:5]3[C:4]([C:35]4[CH:36]=[CH:37][C:38]([O:41][CH2:42][CH2:43][CH2:44][CH2:45][CH2:46][CH2:47][CH2:48][CH3:49])=[C:39]([F:40])[C:34]=4[F:33])=[CH:3][CH:2]=[CH:7][CH:6]=3)=[CH:9][CH:10]=2)[CH2:26][CH2:25][CH2:24]1. The catalyst class is: 837.